Dataset: Forward reaction prediction with 1.9M reactions from USPTO patents (1976-2016). Task: Predict the product of the given reaction. (1) Given the reactants [N:1]1([C:7]([O:9][C:10]([CH3:13])([CH3:12])[CH3:11])=[O:8])[CH2:6][CH2:5][NH:4][CH2:3][CH2:2]1.[C:14]1([N:20]=[C:21]=[O:22])[CH:19]=[CH:18][CH:17]=[CH:16][CH:15]=1, predict the reaction product. The product is: [C:14]1([NH:20][C:21]([N:4]2[CH2:5][CH2:6][N:1]([C:7]([O:9][C:10]([CH3:13])([CH3:12])[CH3:11])=[O:8])[CH2:2][CH2:3]2)=[O:22])[CH:19]=[CH:18][CH:17]=[CH:16][CH:15]=1. (2) Given the reactants Br[C:2]1[CH:25]=[CH:24][C:5]([O:6][CH2:7][C:8]2[C:9]([C:16]3[C:21]([Cl:22])=[CH:20][CH:19]=[CH:18][C:17]=3[Cl:23])=[N:10][O:11][C:12]=2[CH:13]([CH3:15])[CH3:14])=[CH:4][C:3]=1[CH3:26].C(=O)([O-])[O-].[Na+].[Na+].[C:33]([C:36]1[C:44]2[CH:43]=[C:42](B(O)O)[S:41][C:40]=2[CH:39]=[CH:38][CH:37]=1)([OH:35])=[O:34], predict the reaction product. The product is: [Cl:23][C:17]1[CH:18]=[CH:19][CH:20]=[C:21]([Cl:22])[C:16]=1[C:9]1[C:8]([CH2:7][O:6][C:5]2[CH:24]=[CH:25][C:2]([C:42]3[S:41][C:40]4[CH:39]=[CH:38][CH:37]=[C:36]([C:33]([OH:35])=[O:34])[C:44]=4[CH:43]=3)=[C:3]([CH3:26])[CH:4]=2)=[C:12]([CH:13]([CH3:15])[CH3:14])[O:11][N:10]=1. (3) Given the reactants Br[C:2]1[CH:3]=[C:4]2[C:9](=[CH:10][CH:11]=1)[C:8]([CH3:13])([CH3:12])[CH2:7][CH2:6][CH2:5]2.[Li]CCCC.C([O:22][B:23](OC(C)C)[O:24]C(C)C)(C)C, predict the reaction product. The product is: [CH3:12][C:8]1([CH3:13])[CH2:7][CH2:6][CH2:5][C:4]2[CH:3]=[C:2]([B:23]([OH:24])[OH:22])[CH:11]=[CH:10][C:9]1=2. (4) Given the reactants [H-].COCCO[Al+]OCCOC.[Na+].[H-].[CH2:15]([C:17]([C:28]1[CH:33]=[CH:32][C:31]([C:34]#[C:35][C:36]2([OH:42])[CH2:41][CH2:40][O:39][CH2:38][CH2:37]2)=[C:30]([CH3:43])[CH:29]=1)([C:20]1[CH:25]=[CH:24][C:23]([OH:26])=[C:22]([CH3:27])[CH:21]=1)[CH2:18][CH3:19])[CH3:16], predict the reaction product. The product is: [CH2:15]([C:17]([C:28]1[CH:33]=[CH:32][C:31](/[CH:34]=[CH:35]/[C:36]2([OH:42])[CH2:41][CH2:40][O:39][CH2:38][CH2:37]2)=[C:30]([CH3:43])[CH:29]=1)([C:20]1[CH:25]=[CH:24][C:23]([OH:26])=[C:22]([CH3:27])[CH:21]=1)[CH2:18][CH3:19])[CH3:16]. (5) Given the reactants [F-].C([N+](CCCC)(CCCC)CCCC)CCC.[Si]([O:26][CH2:27][CH2:28][NH:29][C:30]1[CH:35]=[CH:34][C:33]([N:36]2[CH2:40][C@H:39]([CH2:41][NH:42][C:43]([C:45]3[S:46][C:47]([Cl:50])=[CH:48][CH:49]=3)=[O:44])[O:38][C:37]2=[O:51])=[CH:32][CH:31]=1)(C(C)(C)C)(C)C, predict the reaction product. The product is: [Cl:50][C:47]1[S:46][C:45]([C:43]([NH:42][CH2:41][C@@H:39]2[O:38][C:37](=[O:51])[N:36]([C:33]3[CH:34]=[CH:35][C:30]([NH:29][CH2:28][CH2:27][OH:26])=[CH:31][CH:32]=3)[CH2:40]2)=[O:44])=[CH:49][CH:48]=1. (6) Given the reactants Cl[C:2](OC1C=CC([N+]([O-])=O)=CC=1)=[O:3].[Cl:14][C:15]1[C:20]([CH3:21])=[CH:19][C:18]([CH2:22][C@@H:23]([OH:28])[C:24]([O:26][CH3:27])=[O:25])=[CH:17][C:16]=1[CH3:29].[NH:30]1[CH2:35][CH2:34][CH:33]([N:36]2[CH2:42][CH2:41][C:40]3[CH:43]=[CH:44][CH:45]=[CH:46][C:39]=3[NH:38][C:37]2=[O:47])[CH2:32][CH2:31]1, predict the reaction product. The product is: [O:47]=[C:37]1[N:36]([CH:33]2[CH2:32][CH2:31][N:30]([C:2]([O:28][C@@H:23]([C:24]([O:26][CH3:27])=[O:25])[CH2:22][C:18]3[CH:17]=[C:16]([CH3:29])[C:15]([Cl:14])=[C:20]([CH3:21])[CH:19]=3)=[O:3])[CH2:35][CH2:34]2)[CH2:42][CH2:41][C:40]2[CH:43]=[CH:44][CH:45]=[CH:46][C:39]=2[NH:38]1.